From a dataset of Forward reaction prediction with 1.9M reactions from USPTO patents (1976-2016). Predict the product of the given reaction. (1) Given the reactants [NH3:1].C[O:3][C:4]([C@@H:6]1[O:10][C:9](=[O:11])[N:8]([C:12]2[CH:13]=[C:14]3[C:18](=[CH:19][CH:20]=2)[N:17]([CH2:21][CH3:22])[C:16](=[O:23])[CH2:15]3)[CH2:7]1)=O, predict the reaction product. The product is: [CH2:21]([N:17]1[C:18]2[C:14](=[CH:13][C:12]([N:8]3[CH2:7][C@H:6]([C:4]([NH2:1])=[O:3])[O:10][C:9]3=[O:11])=[CH:20][CH:19]=2)[CH2:15][C:16]1=[O:23])[CH3:22]. (2) The product is: [CH3:1][C:2]1[CH:7]=[C:6]([CH3:8])[N:5]=[C:4]([N:9]2[CH2:16][CH:15]3[CH2:14][N:13]([C:25]([C:24]4[CH:28]=[CH:29][CH:30]=[CH:31][C:23]=4[O:22][CH3:21])=[O:26])[CH2:12][CH:11]3[CH2:10]2)[N:3]=1. Given the reactants [CH3:1][C:2]1[CH:7]=[C:6]([CH3:8])[N:5]=[C:4]([N:9]2[CH2:16][CH:15]3[CH:11]([CH2:12][NH:13][CH2:14]3)[CH2:10]2)[N:3]=1.CC(O)=O.[CH3:21][O:22][C:23]1[CH:31]=[CH:30][CH:29]=[CH:28][C:24]=1[C:25](O)=[O:26], predict the reaction product. (3) Given the reactants Cl[C:2]1[CH:3]=[CH:4][C:5]([CH3:20])=[C:6]([CH:8]2[C:13](=[O:14])[C:12]([CH3:16])([CH3:15])[O:11][C:10]([CH3:18])([CH3:17])[C:9]2=[O:19])[CH:7]=1.[F:21][C:22]1[CH:23]=[C:24](B(O)O)[CH:25]=[CH:26][C:27]=1[F:28].P([O-])([O-])([O-])=O.[K+].[K+].[K+].Cl, predict the reaction product. The product is: [F:21][C:22]1[CH:23]=[C:24]([C:2]2[CH:3]=[CH:4][C:5]([CH3:20])=[C:6]([CH:8]3[C:9](=[O:19])[C:10]([CH3:18])([CH3:17])[O:11][C:12]([CH3:15])([CH3:16])[C:13]3=[O:14])[CH:7]=2)[CH:25]=[CH:26][C:27]=1[F:28]. (4) Given the reactants [Cl:1][C:2]1[C:3]([C:9]2[CH:14]=[CH:13][C:12]([C:15]([F:18])([F:17])[F:16])=[C:11]([NH:19][CH2:20][CH:21]3[CH2:26][CH2:25][O:24][CH2:23][CH2:22]3)[N:10]=2)=[CH:4][C:5](F)=[N:6][CH:7]=1.[OH-].[NH4+:28], predict the reaction product. The product is: [Cl:1][C:2]1[C:3]([C:9]2[CH:14]=[CH:13][C:12]([C:15]([F:18])([F:17])[F:16])=[C:11]([NH:19][CH2:20][CH:21]3[CH2:26][CH2:25][O:24][CH2:23][CH2:22]3)[N:10]=2)=[CH:4][C:5]([NH2:28])=[N:6][CH:7]=1. (5) Given the reactants C([CH:3]([C:7]([O-:9])=O)[C:4]([O-:6])=[O:5])C.[K+].[K+].[Cl-].[Mg+2].[Cl-].[Br:15][C:16]1[C:17]([O:26][CH3:27])=[CH:18][C:19]([F:25])=[C:20]([CH:24]=1)C(Cl)=O.Cl.[CH2:29]1COC[CH2:30]1, predict the reaction product. The product is: [Br:15][C:16]1[C:17]([O:26][CH3:27])=[CH:18][C:19]([F:25])=[C:20]([C:7](=[O:9])[CH2:3][C:4]([O:6][CH2:29][CH3:30])=[O:5])[CH:24]=1. (6) Given the reactants [Cl:1][C:2]1[CH:3]=[N:4][C:5]([OH:8])=[N:6][CH:7]=1.[F:9][C:10]1[CH:15]=[CH:14][C:13]([C:16]([CH:18]([C:20]2[CH:25]=[CH:24][C:23]([F:26])=[CH:22][CH:21]=2)O)=[O:17])=[CH:12][CH:11]=1.C1(P(C2C=CC=CC=2)C2C=CC=CC=2)C=CC=CC=1, predict the reaction product. The product is: [F:9][C:10]1[CH:15]=[CH:14][C:13]([C:16]([CH:18]([O:8][C:5]2[N:6]=[CH:7][C:2]([Cl:1])=[CH:3][N:4]=2)[C:20]2[CH:21]=[CH:22][C:23]([F:26])=[CH:24][CH:25]=2)=[O:17])=[CH:12][CH:11]=1. (7) Given the reactants [F:1][C:2]1[CH:45]=[CH:44][CH:43]=[C:42]([F:46])[C:3]=1[CH2:4][N:5]1[C:10]2[S:11][C:12]([C:21]3[CH:26]=[CH:25][C:24]([NH:27][C:28]([NH:30][O:31][CH3:32])=[O:29])=[CH:23][CH:22]=3)=[C:13]([CH2:14][N:15]([CH2:17][CH2:18][O:19][CH3:20])[CH3:16])[C:9]=2[C:8](=[O:33])[N:7]([CH2:34][C:35](=[O:40])[C:36]([CH3:39])([CH3:38])[CH3:37])[C:6]1=[O:41].[BH4-].[Na+], predict the reaction product. The product is: [F:46][C:42]1[CH:43]=[CH:44][CH:45]=[C:2]([F:1])[C:3]=1[CH2:4][N:5]1[C:10]2[S:11][C:12]([C:21]3[CH:22]=[CH:23][C:24]([NH:27][C:28]([NH:30][O:31][CH3:32])=[O:29])=[CH:25][CH:26]=3)=[C:13]([CH2:14][N:15]([CH2:17][CH2:18][O:19][CH3:20])[CH3:16])[C:9]=2[C:8](=[O:33])[N:7]([CH2:34][CH:35]([OH:40])[C:36]([CH3:37])([CH3:38])[CH3:39])[C:6]1=[O:41]. (8) Given the reactants CS([C:5]1[N:10]=[C:9]([C:11]2[S:15][C:14]([C:16]([N:18]3[CH2:23][CH2:22][O:21][CH2:20][CH2:19]3)=[O:17])=[CH:13][CH:12]=2)[CH:8]=[CH:7][N:6]=1)(=O)=O.[NH2:24][CH2:25][CH2:26][N:27]1[CH2:31][CH2:30][NH:29][C:28]1=[O:32].C(N(CC)CC)C, predict the reaction product. The product is: [N:18]1([C:16]([C:14]2[S:15][C:11]([C:9]3[CH:8]=[CH:7][N:6]=[C:5]([NH:24][CH2:25][CH2:26][N:27]4[CH2:31][CH2:30][NH:29][C:28]4=[O:32])[N:10]=3)=[CH:12][CH:13]=2)=[O:17])[CH2:23][CH2:22][O:21][CH2:20][CH2:19]1. (9) Given the reactants C([Mg]Br)C.[Cl-].[CH:6]([C:9]1[CH:14]=[CH:13][CH:12]=[C:11](C(C)C)[C:10]=1[NH+]1CCN(C2C(C(C)C)=CC=CC=2C(C)C)C1)(C)C.C1(P(C2C=CC=CC=2)C2C=CC=CC=2)C=CC=CC=1.Cl[C:55]1[CH:60]=[CH:59][CH:58]=[CH:57][C:56]=1[O:61][CH3:62].C1(C)C=CC=CC=1[Mg]Br.C(C(C(C([O-])=O)O)O)([O-])=O.[K+].[Na+].ClC1C=CC=C(C(OO)=O)C=1, predict the reaction product. The product is: [CH3:62][O:61][C:56]1[CH:57]=[CH:58][CH:59]=[CH:60][C:55]=1[C:10]1[CH:11]=[CH:12][CH:13]=[CH:14][C:9]=1[CH3:6].